Predict which catalyst facilitates the given reaction. From a dataset of Catalyst prediction with 721,799 reactions and 888 catalyst types from USPTO. Reactant: [F:8][C:7]([F:10])([F:9])[C:6](O[C:6](=[O:11])[C:7]([F:10])([F:9])[F:8])=[O:11].[NH2:14][C:15]1[C:19]([Cl:20])=[CH:18][S:17][CH:16]=1.C(N(CC)CC)C. Product: [Cl:20][C:19]1[C:15]([NH:14][C:6](=[O:11])[C:7]([F:8])([F:9])[F:10])=[CH:16][S:17][CH:18]=1. The catalyst class is: 1.